Dataset: Catalyst prediction with 721,799 reactions and 888 catalyst types from USPTO. Task: Predict which catalyst facilitates the given reaction. (1) Reactant: [C:1]([Si:5]([CH3:8])([CH3:7])Cl)([CH3:4])([CH3:3])[CH3:2].[OH:9][C:10]1[CH:11]=[C:12]([CH:15]=[CH:16][CH:17]=1)[CH:13]=[O:14].N1C=CN=C1. Product: [Si:5]([O:9][C:10]1[CH:11]=[C:12]([CH:15]=[CH:16][CH:17]=1)[CH:13]=[O:14])([C:1]([CH3:4])([CH3:3])[CH3:2])([CH3:8])[CH3:7]. The catalyst class is: 22. (2) Reactant: [H-].[Na+].[C:3](#[N:7])[CH2:4][C:5]#[N:6].I[C:9]1[CH:14]=[C:13]([CH3:15])[C:12]([C:16]2[C:21]([CH3:22])=[CH:20][N:19]=[CH:18][C:17]=2[CH3:23])=[C:11]([CH3:24])[CH:10]=1.Cl. Product: [CH3:22][C:21]1[CH:20]=[N:19][CH:18]=[C:17]([CH3:23])[C:16]=1[C:12]1[C:11]([CH3:24])=[CH:10][C:9]([CH:4]([C:3]#[N:7])[C:5]#[N:6])=[CH:14][C:13]=1[CH3:15]. The catalyst class is: 57. (3) Reactant: C1C=C(Cl)C=C(C(OO)=[O:9])C=1.[CH:12]1(/[CH:17]=[C:18](\[C:27]2[CH:28]=[N:29][C:30]([S:33][CH3:34])=[CH:31][CH:32]=2)/[C:19]([NH:21][C:22]2[S:23][CH:24]=[CH:25][N:26]=2)=[O:20])[CH2:16][CH2:15][CH2:14][CH2:13]1. Product: [CH:12]1(/[CH:17]=[C:18](\[C:27]2[CH:28]=[N:29][C:30]([S:33]([CH3:34])=[O:9])=[CH:31][CH:32]=2)/[C:19]([NH:21][C:22]2[S:23][CH:24]=[CH:25][N:26]=2)=[O:20])[CH2:16][CH2:15][CH2:14][CH2:13]1. The catalyst class is: 91.